From a dataset of Forward reaction prediction with 1.9M reactions from USPTO patents (1976-2016). Predict the product of the given reaction. (1) Given the reactants [CH:1]12[O:9][CH:5]([CH2:6][NH:7][CH2:8]1)[CH2:4][N:3]([C:10]1[CH:15]=[CH:14][C:13]([NH:16][C:17]3[N:22]=[C:21]([C:23]4[N:27]5[CH:28]=[CH:29][CH:30]=[C:31]([F:32])[C:26]5=[N:25][CH:24]=4)[C:20]([Cl:33])=[CH:19][N:18]=3)=[C:12]([O:34][CH3:35])[CH:11]=1)[CH2:2]2.Br[CH2:37][CH2:38][C:39]([OH:41])=O.[CH2:42]([N:44](C(C)C)C(C)C)C.Cl.CN.CN(C(ON1N=NC2C=CC=NC1=2)=[N+](C)C)C.F[P-](F)(F)(F)(F)F, predict the reaction product. The product is: [Cl:33][C:20]1[C:21]([C:23]2[N:27]3[CH:28]=[CH:29][CH:30]=[C:31]([F:32])[C:26]3=[N:25][CH:24]=2)=[N:22][C:17]([NH:16][C:13]2[CH:14]=[CH:15][C:10]([N:3]3[CH2:4][CH:5]4[O:9][CH:1]([CH2:8][N:7]([CH2:37][CH2:38][C:39]([NH:44][CH3:42])=[O:41])[CH2:6]4)[CH2:2]3)=[CH:11][C:12]=2[O:34][CH3:35])=[N:18][CH:19]=1. (2) The product is: [N:29]1([C:15]([C:14]2[CH:13]=[C:12]([N:11]3[C:10](=[O:21])[C:9]4[C:4](=[CH:5][CH:6]=[CH:7][CH:8]=4)[NH:3][C:2]3=[O:1])[CH:20]=[CH:19][CH:18]=2)=[O:17])[C:28]2[C:5](=[CH:4][CH:9]=[CH:22][CH:23]=2)[CH2:6][CH2:7][CH2:31]1. Given the reactants [O:1]=[C:2]1[N:11]([C:12]2[CH:13]=[C:14]([CH:18]=[CH:19][CH:20]=2)[C:15]([OH:17])=O)[C:10](=[O:21])[C:9]2[C:4](=[CH:5][CH:6]=[CH:7][CH:8]=2)[NH:3]1.[C:22](Cl)(=O)[C:23](Cl)=O.[CH3:28][N:29]([CH:31]=O)C, predict the reaction product.